Task: Predict hERG channel inhibition at various concentrations.. Dataset: hERG Central: cardiac toxicity at 1µM, 10µM, and general inhibition (1) The compound is Cc1cccc(N2CCN(C(=O)CCNC(=O)Cn3ccc4ccccc4c3=O)CC2)c1C. Results: hERG_inhib (hERG inhibition (general)): blocker. (2) The drug is Cc1nc2ccccn2c1-c1csc(NCc2ccco2)n1. Results: hERG_inhib (hERG inhibition (general)): blocker. (3) The compound is COc1ccc(-c2coc3c(CN4CCCCC4)c(O)c(CN4CCCCC4)c(O)c3c2=O)cc1. Results: hERG_inhib (hERG inhibition (general)): blocker. (4) The drug is O=C(NC1CC2CCC(C1)N2Cc1ccccc1)c1cccc(F)c1. Results: hERG_inhib (hERG inhibition (general)): blocker. (5) The drug is Cc1ccc(-n2ncc3c2CC(C)(C)CC3NC(=O)CCc2ccncc2)cc1. Results: hERG_inhib (hERG inhibition (general)): blocker.